This data is from Human liver microsome stability data. The task is: Regression/Classification. Given a drug SMILES string, predict its absorption, distribution, metabolism, or excretion properties. Task type varies by dataset: regression for continuous measurements (e.g., permeability, clearance, half-life) or binary classification for categorical outcomes (e.g., BBB penetration, CYP inhibition). Dataset: hlm. (1) The compound is Cn1c(-c2ccccn2)c(C2CCCCC2)c2ccc(C(=O)NC(C)(C)C(=O)Nc3ccc(-c4ccc(C(=O)O)o4)cc3)cc21. The result is 0 (unstable in human liver microsomes). (2) The molecule is ON=C(NC1CCCCC1)c1ccc(F)cc1. The result is 0 (unstable in human liver microsomes). (3) The molecule is C=Cc1cc(C(NC(=O)OC(C)(C)C)C(=O)Nc2cccc(C(=O)NS(=O)(=O)c3ccc(C(F)(F)F)cc3)c2)ccc1Oc1cc(OC)nc(-c2ccccc2)n1. The result is 0 (unstable in human liver microsomes). (4) The drug is COc1cc2c(cc1-n1cnc3ccc(-c4ccnc5[nH]ccc45)cc31)CNC2. The result is 0 (unstable in human liver microsomes). (5) The drug is CC(C)(C)C[C@@H]1N[C@@H](C(=O)NCC[C@H](O)CO)[C@H](c2cccc(Cl)c2F)[C@]12C(=O)Nc1cc(Cl)ccc12. The result is 0 (unstable in human liver microsomes). (6) The molecule is COC(=O)[C@H]1[C@@H](O)[C@@]2(O)c3c(OC)cc(C#N)cc3O[C@@]2(c2ccc(OC)cc2)[C@@H]1c1ccccc1. The result is 0 (unstable in human liver microsomes). (7) The molecule is Nc1ncccc1-c1nc2cccnc2n1-c1ccc(CC(=O)Nc2ccccc2)cc1. The result is 0 (unstable in human liver microsomes). (8) The molecule is CC[C@@H]1C[C@@H](C(=O)NC[C@H]2CCCO2)CN(Cc2nc(-c3ccccc3)oc2C)C1. The result is 1 (stable in human liver microsomes). (9) The compound is Cn1c(=O)cc(Nc2ccc(I)cc2F)c2c(=O)n(C[C@@H](O)CCO)cnc21. The result is 0 (unstable in human liver microsomes). (10) The molecule is COc1ccc2[nH]c(C(=O)N3CC(=O)N(Cc4cccc(OC(F)F)c4)[C@@H](Cc4ccccc4)C3)cc2c1. The result is 0 (unstable in human liver microsomes).